Dataset: Experimentally validated miRNA-target interactions with 360,000+ pairs, plus equal number of negative samples. Task: Binary Classification. Given a miRNA mature sequence and a target amino acid sequence, predict their likelihood of interaction. The miRNA is mmu-miR-181b-5p with sequence AACAUUCAUUGCUGUCGGUGGGUU. The protein sequence of the target gene is MDSLLMKQKKFLYHFKNVRWAKGRHETYLCYVVKRRDSATSCSLDFGHLRNKSGCHVELLFLRYISDWDLDPGRCYRVTWFTSWSPCYDCARHVAEFLRWNPNLSLRIFTARLYFCEDRKAEPEGLRRLHRAGVQIGIMTFKDYFYCWNTFVENRERTFKAWEGLHENSVRLTRQLRRILLPLYEVDDLRDAFRMLGF. Result: 1 (interaction).